Dataset: Forward reaction prediction with 1.9M reactions from USPTO patents (1976-2016). Task: Predict the product of the given reaction. (1) Given the reactants Br[C:2]1[CH:10]=[CH:9][C:5]([C:6]([OH:8])=[O:7])=[CH:4][CH:3]=1.[Cl:11][C:12]1[CH:13]=[C:14](OB(O)O)[CH:15]=[CH:16][CH:17]=1, predict the reaction product. The product is: [Cl:11][C:12]1[CH:17]=[C:16]([C:2]2[CH:10]=[CH:9][C:5]([C:6]([OH:8])=[O:7])=[CH:4][CH:3]=2)[CH:15]=[CH:14][CH:13]=1. (2) Given the reactants [CH3:1][O:2][C:3]1[CH:8]=[CH:7][C:6]([N+:9]([O-:11])=[O:10])=[CH:5][C:4]=1[OH:12].[S:13](O[S:13]([C:16]([F:19])([F:18])[F:17])(=[O:15])=[O:14])([C:16]([F:19])([F:18])[F:17])(=[O:15])=[O:14].CCOC(C)=O.CCCCCC, predict the reaction product. The product is: [CH3:1][O:2][C:3]1[CH:8]=[CH:7][C:6]([N+:9]([O-:11])=[O:10])=[CH:5][C:4]=1[O:12][S:13]([C:16]([F:19])([F:18])[F:17])(=[O:15])=[O:14].